From a dataset of Catalyst prediction with 721,799 reactions and 888 catalyst types from USPTO. Predict which catalyst facilitates the given reaction. (1) Reactant: [CH3:1][N:2]1[CH2:7][N:6]([CH3:8])[CH2:5][NH:4][C:3]1=[N:9][N+:10]([O-:12])=[O:11].[H-].[Na+].[H][H].[Cl:17][C:18]1[S:19][C:20]([CH2:23]Cl)=[CH:21][N:22]=1. Product: [Cl:17][C:18]1[S:19][C:20]([CH2:23][N:4]2[CH2:5][N:6]([CH3:8])[CH2:7][N:2]([CH3:1])[C:3]2=[N:9][N+:10]([O-:12])=[O:11])=[CH:21][N:22]=1. The catalyst class is: 3. (2) Reactant: [CH3:1][N:2]1[CH2:15][CH2:14][C:5]2[NH:6][C:7]3[C:8]([CH3:13])=[CH:9][CH:10]=[CH:11][C:12]=3[C:4]=2[CH2:3]1.[CH3:16][C:17]1[CH:22]=[CH:21][C:20]([CH:23]=[CH2:24])=[CH:19][N:18]=1.[OH-].[K+]. Product: [CH3:1][N:2]1[CH2:15][CH2:14][C:5]2[N:6]([CH2:24][CH2:23][C:20]3[CH:19]=[N:18][C:17]([CH3:16])=[CH:22][CH:21]=3)[C:7]3[C:8]([CH3:13])=[CH:9][CH:10]=[CH:11][C:12]=3[C:4]=2[CH2:3]1. The catalyst class is: 37. (3) Reactant: [C:1]1([CH3:10])[CH:6]=[CH:5][C:4]([N:7]=[C:8]=[O:9])=[CH:3][CH:2]=1.C1(C)C=CC=CC=1.[CH:18]([CH:21]1[CH2:26][CH2:25][CH2:24][CH2:23][CH:22]1[OH:27])([CH3:20])[CH3:19]. Product: [CH:18]([CH:21]1[CH2:26][CH2:25][CH2:24][CH2:23][CH:22]1[O:27][C:8](=[O:9])[NH:7][C:4]1[CH:5]=[CH:6][C:1]([CH3:10])=[CH:2][CH:3]=1)([CH3:20])[CH3:19]. The catalyst class is: 6. (4) Reactant: C([O:3][C:4]([C:6]1([CH3:31])[CH2:10][CH2:9][N:8]([C:11]2[N:16]=[C:15]([NH:17][C:18]3[N:23]=[CH:22][C:21]4[N:24]=[C:25]([CH3:30])[N:26]([CH:27]([CH3:29])[CH3:28])[C:20]=4[CH:19]=3)[CH:14]=[CH:13][N:12]=2)[CH2:7]1)=[O:5])C. Product: [CH:27]([N:26]1[C:20]2[CH:19]=[C:18]([NH:17][C:15]3[CH:14]=[CH:13][N:12]=[C:11]([N:8]4[CH2:9][CH2:10][C:6]([CH3:31])([C:4]([OH:5])=[O:3])[CH2:7]4)[N:16]=3)[N:23]=[CH:22][C:21]=2[N:24]=[C:25]1[CH3:30])([CH3:29])[CH3:28]. The catalyst class is: 33. (5) Reactant: [CH2:1]([O:8][C@@H:9]1[CH2:14][CH2:13][C:12]([F:16])([F:15])[CH2:11][C@:10]1([CH3:22])[C:17]([O:19]CC)=[O:18])[C:2]1[CH:7]=[CH:6][CH:5]=[CH:4][CH:3]=1.[OH-].[Li+]. Product: [CH2:1]([O:8][C@@H:9]1[CH2:14][CH2:13][C:12]([F:16])([F:15])[CH2:11][C@:10]1([CH3:22])[C:17]([OH:19])=[O:18])[C:2]1[CH:3]=[CH:4][CH:5]=[CH:6][CH:7]=1. The catalyst class is: 87.